Dataset: Forward reaction prediction with 1.9M reactions from USPTO patents (1976-2016). Task: Predict the product of the given reaction. (1) Given the reactants [OH:1][N:2]1[C:6](=[O:7])[CH2:5][CH2:4][C:3]1=[O:8].C(N(CC)CC)C.[C:16](Cl)(=[O:19])[CH:17]=[CH2:18], predict the reaction product. The product is: [C:16]([O:1][N:2]1[C:6](=[O:7])[CH2:5][CH2:4][C:3]1=[O:8])(=[O:19])[CH:17]=[CH2:18]. (2) Given the reactants [NH2:1][C:2]1[S:3][CH:4]=[C:5]([C:7]2[CH:27]=[CH:26][C:10]([O:11][CH2:12][CH2:13][CH2:14][CH2:15][CH2:16][O:17][C:18]3[CH:25]=[CH:24][C:21]([C:22]#[N:23])=[CH:20][CH:19]=3)=[CH:9][CH:8]=2)[N:6]=1.[H-].[Na+].Br[CH2:31][CH2:32][CH2:33][CH2:34][CH2:35]Br, predict the reaction product. The product is: [N:1]1([C:2]2[S:3][CH:4]=[C:5]([C:7]3[CH:8]=[CH:9][C:10]([O:11][CH2:12][CH2:13][CH2:14][CH2:15][CH2:16][O:17][C:18]4[CH:19]=[CH:20][C:21]([C:22]#[N:23])=[CH:24][CH:25]=4)=[CH:26][CH:27]=3)[N:6]=2)[CH2:35][CH2:34][CH2:33][CH2:32][CH2:31]1. (3) Given the reactants [F:1][C:2]1[CH:22]=[CH:21][C:5]([CH2:6][N:7]2[CH2:12][CH2:11][N:10]3[C:13](=[O:19])[CH:14]=[C:15]([OH:18])[C:16]([OH:17])=[C:9]3[C:8]2=[O:20])=[CH:4][CH:3]=1.[Br:23]N1C(=O)CCC1=O, predict the reaction product. The product is: [F:1][C:2]1[CH:3]=[CH:4][C:5]([CH2:6][N:7]2[CH2:12][CH2:11][N:10]3[C:13](=[O:19])[C:14]([Br:23])=[C:15]([OH:18])[C:16]([OH:17])=[C:9]3[C:8]2=[O:20])=[CH:21][CH:22]=1. (4) Given the reactants [C:1]([C:3]1[CH:8]=[CH:7][C:6]([NH:9][C:10](=[O:14])[C:11]([CH3:13])=[CH2:12])=[CH:5][C:4]=1[C:15]([F:18])([F:17])[F:16])#[N:2].[Si]([CH:23]=[N+:24]=[N-:25])(C)(C)C, predict the reaction product. The product is: [C:1]([C:3]1[CH:8]=[CH:7][C:6]([NH:9][C:10]([C:11]2([CH3:13])[CH2:12][CH:23]=[N:24][NH:25]2)=[O:14])=[CH:5][C:4]=1[C:15]([F:17])([F:16])[F:18])#[N:2]. (5) Given the reactants [N+:1]([C:4]1[CH:13]=[CH:12][CH:11]=[C:10]2[C:5]=1[CH:6]=[CH:7][C:8](Cl)=[N:9]2)([O-])=O.[CH3:15][C:16]1[O:20][C:19]([CH2:21][NH2:22])=[CH:18][CH:17]=1.[CH2:23]1[O:33][C:32]2[C:25](=[C:26]([CH:29]=[CH:30][CH:31]=2)[CH:27]=O)[O:24]1, predict the reaction product. The product is: [O:33]1[C:32]2[CH:31]=[CH:30][CH:29]=[C:26]([CH2:27][NH:1][C:4]3[C:5]4[CH:6]=[CH:7][C:8]([NH:22][CH2:21][C:19]5[O:20][C:16]([CH3:15])=[CH:17][CH:18]=5)=[N:9][C:10]=4[CH:11]=[CH:12][CH:13]=3)[C:25]=2[O:24][CH2:23]1. (6) Given the reactants S(=O)(=O)([OH:3])N.[CH2:6]1[C:14]2[C:9](=[CH:10][CH:11]=[CH:12][CH:13]=2)[CH2:8][CH:7]1[C@H:15]1[NH:20][C:19](=[O:21])[C@@H:18]([CH:22]([CH2:25][CH3:26])[CH2:23][CH3:24])[N:17]([CH2:27][C:28]2[CH:35]=[CH:34][C:33]([S:36]([CH3:39])(=[O:38])=[O:37])=[CH:32][C:29]=2[CH:30]=[O:31])[C:16]1=[O:40].Cl([O-])=O.[Na+], predict the reaction product. The product is: [CH2:6]1[C:14]2[C:9](=[CH:10][CH:11]=[CH:12][CH:13]=2)[CH2:8][CH:7]1[C@H:15]1[NH:20][C:19](=[O:21])[C@@H:18]([CH:22]([CH2:23][CH3:24])[CH2:25][CH3:26])[N:17]([CH2:27][C:28]2[CH:35]=[CH:34][C:33]([S:36]([CH3:39])(=[O:37])=[O:38])=[CH:32][C:29]=2[C:30]([OH:3])=[O:31])[C:16]1=[O:40]. (7) Given the reactants [OH:1][C:2]1[CH:9]=[C:8]([OH:10])[CH:7]=[CH:6][C:3]=1[CH:4]=[O:5].C(=O)([O-])[O-].[K+].[K+].[CH:17]1(I)[CH2:21][CH2:20][CH2:19][CH2:18]1, predict the reaction product. The product is: [CH:17]1([O:10][C:8]2[CH:7]=[CH:6][C:3]([CH:4]=[O:5])=[C:2]([OH:1])[CH:9]=2)[CH2:21][CH2:20][CH2:19][CH2:18]1.